From a dataset of Forward reaction prediction with 1.9M reactions from USPTO patents (1976-2016). Predict the product of the given reaction. (1) Given the reactants [N:1]1([CH:7]2[CH2:12][CH2:11][N:10]([C:13]3[N:18]=[C:17]4[N:19]([C:24]5[C:29]([F:30])=[CH:28][CH:27]=[CH:26][C:25]=5[F:31])[C:20](=[O:23])[NH:21][CH2:22][C:16]4=[C:15](Cl)[N:14]=3)[CH2:9][CH2:8]2)[CH2:6][CH2:5][CH2:4][CH2:3][CH2:2]1.O.C(=O)([O-])[O-].[K+].[K+].[F:40][C:41]1[CH:46]=[CH:45][C:44]([NH:47][C:48](=[O:65])[C:49]2[CH:54]=[CH:53][C:52]([CH3:55])=[C:51](B3OC(C)(C)C(C)(C)O3)[CH:50]=2)=[CH:43][CH:42]=1, predict the reaction product. The product is: [N:1]1([CH:7]2[CH2:12][CH2:11][N:10]([C:13]3[N:14]=[C:15]([C:51]4[CH:50]=[C:49]([CH:54]=[CH:53][C:52]=4[CH3:55])[C:48]([NH:47][C:44]4[CH:45]=[CH:46][C:41]([F:40])=[CH:42][CH:43]=4)=[O:65])[C:16]4[CH2:22][NH:21][C:20](=[O:23])[N:19]([C:24]5[C:29]([F:30])=[CH:28][CH:27]=[CH:26][C:25]=5[F:31])[C:17]=4[N:18]=3)[CH2:9][CH2:8]2)[CH2:6][CH2:5][CH2:4][CH2:3][CH2:2]1. (2) Given the reactants [Cl:1][C:2]1[CH:7]=[CH:6][CH:5]=[C:4]([F:8])[C:3]=1[CH2:9][N:10]([CH2:13][C:14]1[CH:19]=[CH:18][C:17]([CH2:20][N:21]2[CH2:26][CH2:25][N:24]([C:27]3[C:32]([CH2:33][OH:34])=[CH:31][CH:30]=[CH:29][N:28]=3)[CH2:23][CH2:22]2)=[CH:16][CH:15]=1)[CH2:11][CH3:12].C(N(CC)CC)C.[C:42]([CH2:46][C:47](Cl)=[O:48])([CH3:45])([CH3:44])[CH3:43].CO, predict the reaction product. The product is: [CH3:43][C:42]([CH3:45])([CH3:44])[CH2:46][C:47]([O:34][CH2:33][C:32]1[C:27]([N:24]2[CH2:23][CH2:22][N:21]([CH2:20][C:17]3[CH:16]=[CH:15][C:14]([CH2:13][N:10]([CH2:9][C:3]4[C:4]([F:8])=[CH:5][CH:6]=[CH:7][C:2]=4[Cl:1])[CH2:11][CH3:12])=[CH:19][CH:18]=3)[CH2:26][CH2:25]2)=[N:28][CH:29]=[CH:30][CH:31]=1)=[O:48]. (3) Given the reactants [C:1]1([C:7]2[N:12]=[C:11]3[CH:13]=[CH:14][CH:15]=[N:16][C:10]3=[N:9][C:8]=2[C:17]2[CH:22]=[CH:21][CH:20]=[CH:19][CH:18]=2)[CH:6]=[CH:5][CH:4]=[CH:3][CH:2]=1.C(N(CC)CC)C, predict the reaction product. The product is: [C:1]1([C:7]2[N:12]=[C:11]3[CH2:13][CH2:14][CH2:15][NH:16][C:10]3=[N:9][C:8]=2[C:17]2[CH:18]=[CH:19][CH:20]=[CH:21][CH:22]=2)[CH:2]=[CH:3][CH:4]=[CH:5][CH:6]=1. (4) The product is: [CH3:36][C:20]1[CH:21]=[C:22]([NH:25][C:26]([NH:28][C:29]2[CH:34]=[CH:33][CH:32]=[CH:31][C:30]=2[CH3:35])=[O:27])[CH:23]=[CH:24][C:19]=1[NH:18][S:14]([C:10]1[CH:9]=[C:8]([C:5]2[CH:6]=[CH:7][C:2]([F:1])=[CH:3][CH:4]=2)[CH:13]=[CH:12][CH:11]=1)(=[O:16])=[O:15]. Given the reactants [F:1][C:2]1[CH:7]=[CH:6][C:5]([C:8]2[CH:13]=[CH:12][CH:11]=[C:10]([S:14](Cl)(=[O:16])=[O:15])[CH:9]=2)=[CH:4][CH:3]=1.[NH2:18][C:19]1[CH:24]=[CH:23][C:22]([NH:25][C:26]([NH:28][C:29]2[CH:34]=[CH:33][CH:32]=[CH:31][C:30]=2[CH3:35])=[O:27])=[CH:21][C:20]=1[CH3:36], predict the reaction product. (5) The product is: [CH3:25][N:26]1[C:27](=[O:59])[C:28]([NH:41][C:42]2[CH:47]=[CH:46][C:45]([N:48]3[CH2:53][CH2:52][N:51]([CH:54]4[CH2:55][O:56][CH2:57]4)[CH2:50][C@@H:49]3[CH3:58])=[CH:44][N:43]=2)=[CH:29][C:30]([C:2]2[CH:7]=[CH:6][N:5]=[C:4]([N:8]3[C:20](=[O:21])[C:19]4[N:11]([C:12]5[C@H:13]6[CH2:22][C@@H:16]([C:17]=5[CH:18]=4)[CH2:15][CH2:14]6)[CH2:10][CH2:9]3)[C:3]=2[CH:23]=[O:24])=[CH:31]1. Given the reactants Cl[C:2]1[CH:7]=[CH:6][N:5]=[C:4]([N:8]2[C:20](=[O:21])[C:19]3[N:11]([C:12]4[C@H:13]5[CH2:22][C@@H:16]([C:17]=4[CH:18]=3)[CH2:15][CH2:14]5)[CH2:10][CH2:9]2)[C:3]=1[CH:23]=[O:24].[CH3:25][N:26]1[CH:31]=[C:30](B2OC(C)(C)C(C)(C)O2)[CH:29]=[C:28]([NH:41][C:42]2[CH:47]=[CH:46][C:45]([N:48]3[CH2:53][CH2:52][N:51]([CH:54]4[CH2:57][O:56][CH2:55]4)[CH2:50][C@@H:49]3[CH3:58])=[CH:44][N:43]=2)[C:27]1=[O:59].[O-]P([O-])([O-])=O.[K+].[K+].[K+].C([O-])(=O)C.[Na+], predict the reaction product. (6) The product is: [N:35]1([C:2]2[N:7]3[CH:8]=[C:9]([CH2:11][N:12]([CH:25]4[C:34]5[N:33]=[CH:32][CH:31]=[CH:30][C:29]=5[CH2:28][CH2:27][CH2:26]4)[CH2:13][CH2:14][CH2:15][CH2:16][NH:17][C:18](=[O:24])[O:19][C:20]([CH3:23])([CH3:22])[CH3:21])[N:10]=[C:6]3[CH:5]=[CH:4][CH:3]=2)[CH2:39][CH2:38][CH2:37][CH2:36]1. Given the reactants F[C:2]1[N:7]2[CH:8]=[C:9]([CH2:11][N:12]([CH:25]3[C:34]4[N:33]=[CH:32][CH:31]=[CH:30][C:29]=4[CH2:28][CH2:27][CH2:26]3)[CH2:13][CH2:14][CH2:15][CH2:16][NH:17][C:18](=[O:24])[O:19][C:20]([CH3:23])([CH3:22])[CH3:21])[N:10]=[C:6]2[CH:5]=[CH:4][CH:3]=1.[NH:35]1[CH2:39][CH2:38][CH2:37][CH2:36]1, predict the reaction product. (7) Given the reactants [C:1]([NH:4][CH2:5][C@H:6]1[CH2:11][CH2:10][C@H:9]([C:12]([OH:14])=O)[CH2:8][CH2:7]1)(=[O:3])[CH3:2].S(Cl)([Cl:17])=O, predict the reaction product. The product is: [C:1]([NH:4][CH2:5][C@H:6]1[CH2:11][CH2:10][C@H:9]([C:12]([Cl:17])=[O:14])[CH2:8][CH2:7]1)(=[O:3])[CH3:2].